From a dataset of Full USPTO retrosynthesis dataset with 1.9M reactions from patents (1976-2016). Predict the reactants needed to synthesize the given product. Given the product [CH2:32]([N:3]([CH2:1][CH3:2])[C:4]([C:6]1[CH:7]=[CH:8][C:9]2[C:10](=[C:24]3[CH2:25][CH2:26][N:27]([CH3:30])[CH2:28][CH2:29]3)[C:11]3[C:16]([O:17][C:18]=2[CH:19]=1)=[CH:15][CH:14]=[C:13]([NH:20][C:21](=[O:23])[CH3:22])[CH:12]=3)=[O:5])[CH3:33], predict the reactants needed to synthesize it. The reactants are: [CH2:1]([N:3]([CH2:32][CH3:33])[C:4]([C:6]1[CH:7]=[CH:8][C:9]2[C:10](O)([CH:24]3[CH2:29][CH2:28][N:27]([CH3:30])[CH2:26][CH2:25]3)[C:11]3[C:16]([O:17][C:18]=2[CH:19]=1)=[CH:15][CH:14]=[C:13]([NH:20][C:21](=[O:23])[CH3:22])[CH:12]=3)=[O:5])[CH3:2].FC(F)(F)S(O)(=O)=O.[OH-].[Na+].